Dataset: Catalyst prediction with 721,799 reactions and 888 catalyst types from USPTO. Task: Predict which catalyst facilitates the given reaction. Reactant: [NH2:1][C:2]1[S:3][C:4]2[CH:10]=[C:9]([CH:11]=[O:12])[CH:8]=[CH:7][C:5]=2[N:6]=1.[F:13][C:14]1[CH:19]=[CH:18][C:17]([CH:20]([N+:31]#[C-:32])S(C2C=CC(C)=CC=2)(=O)=O)=[CH:16][CH:15]=1.C([O-])([O-])=O.[K+].[K+]. Product: [F:13][C:14]1[CH:19]=[CH:18][C:17]([C:20]2[N:31]=[CH:32][O:12][C:11]=2[C:9]2[CH:8]=[CH:7][C:5]3[N:6]=[C:2]([NH2:1])[S:3][C:4]=3[CH:10]=2)=[CH:16][CH:15]=1. The catalyst class is: 14.